Dataset: Forward reaction prediction with 1.9M reactions from USPTO patents (1976-2016). Task: Predict the product of the given reaction. (1) Given the reactants [C:1]([Si:5]([CH3:30])([CH3:29])[O:6][CH2:7][CH2:8][C:9]([CH3:28])([CH3:27])[CH2:10][CH:11]([CH:16]1[C:24]2[C:19](=[CH:20][C:21]([Cl:25])=[CH:22][CH:23]=2)[NH:18][C:17]1=[O:26])[CH2:12][N+:13]([O-])=O)([CH3:4])([CH3:3])[CH3:2].[Cl-].[NH4+], predict the reaction product. The product is: [NH2:13][CH2:12][CH:11]([CH:16]1[C:24]2[C:19](=[CH:20][C:21]([Cl:25])=[CH:22][CH:23]=2)[NH:18][C:17]1=[O:26])[CH2:10][C:9]([CH3:28])([CH3:27])[CH2:8][CH2:7][O:6][Si:5]([C:1]([CH3:2])([CH3:3])[CH3:4])([CH3:30])[CH3:29]. (2) The product is: [C:21]1([CH:27]([C:31]2[CH:32]=[CH:33][CH:34]=[CH:35][CH:36]=2)[CH2:28][CH2:29][S:1][C:2]2[S:3][C:4]3[CH2:13][C:12]4[C:11]([O:14][CH2:15][CH2:16][CH2:17][C:18]([OH:20])=[O:19])=[CH:10][CH:9]=[CH:8][C:7]=4[C:5]=3[N:6]=2)[CH:26]=[CH:25][CH:24]=[CH:23][CH:22]=1. Given the reactants [SH:1][C:2]1[S:3][C:4]2[CH2:13][C:12]3[C:11]([O:14][CH2:15][CH2:16][CH2:17][C:18]([O-:20])=[O:19])=[CH:10][CH:9]=[CH:8][C:7]=3[C:5]=2[N:6]=1.[C:21]1([CH:27]([C:31]2[CH:36]=[CH:35][CH:34]=[CH:33][CH:32]=2)[CH2:28][CH2:29]I)[CH:26]=[CH:25][CH:24]=[CH:23][CH:22]=1, predict the reaction product. (3) Given the reactants [F:1][C:2]1[C:3]([C:22]([OH:24])=[O:23])=[CH:4][C:5]2[C:10](=[O:11])[O:9][CH2:8][N:7]([C:12]3[CH:17]=[CH:16][C:15]([I:18])=[CH:14][C:13]=3[CH3:19])[C:6]=2[C:20]=1[F:21].[F:25][C:26]1[C:31](OC(=O)C(F)(F)F)=[C:30]([F:39])[C:29]([F:40])=[C:28]([F:41])[C:27]=1[F:42].N1C=CC=CC=1, predict the reaction product. The product is: [F:25][C:26]1[C:31]([O:23][C:22]([C:3]2[C:2]([F:1])=[C:20]([F:21])[C:6]3[N:7]([C:12]4[CH:17]=[CH:16][C:15]([I:18])=[CH:14][C:13]=4[CH3:19])[CH2:8][O:9][C:10](=[O:11])[C:5]=3[CH:4]=2)=[O:24])=[C:30]([F:39])[C:29]([F:40])=[C:28]([F:41])[C:27]=1[F:42]. (4) The product is: [O:35]1[CH2:36][CH2:37][O:38][CH:34]1[CH2:33][C:2]1[CH:3]=[C:4]2[C:9](=[CH:10][CH:11]=1)[C:8](=[O:12])[O:7][CH:6]=[CH:5]2. Given the reactants Br[C:2]1[CH:3]=[C:4]2[C:9](=[CH:10][CH:11]=1)[C:8](=[O:12])[O:7][CH:6]=[CH:5]2.F[B-](F)(F)F.C([PH+](CCCC)CCCC)CCC.Br[Zn][CH2:33][CH:34]1[O:38][CH2:37][CH2:36][O:35]1.CC1CCCO1, predict the reaction product. (5) Given the reactants [C:1]([O:9][CH2:10][C:11](=[O:14])[CH2:12][CH3:13])(=[O:8])[C:2]1[CH:7]=[CH:6][CH:5]=[CH:4][CH:3]=1.[CH2:15](O)[CH2:16][CH2:17][OH:18].C(OCC)(OCC)OCC.O.C1(C)C=CC(S(O)(=O)=O)=CC=1, predict the reaction product. The product is: [C:1]([O:9][CH2:10][C:11]1([CH2:12][CH3:13])[O:18][CH2:17][CH2:16][CH2:15][O:14]1)(=[O:8])[C:2]1[CH:7]=[CH:6][CH:5]=[CH:4][CH:3]=1. (6) Given the reactants [I:1][C:2]1[C:3]([C:7]2[CH:12]=[CH:11][CH:10]=[CH:9][N:8]=2)=[N:4][NH:5][CH:6]=1.C(N(CC)CC)C.[CH3:20][N:21]([CH3:26])[S:22](Cl)(=[O:24])=[O:23], predict the reaction product. The product is: [CH3:20][N:21]([CH3:26])[S:22]([N:5]1[CH:6]=[C:2]([I:1])[C:3]([C:7]2[CH:12]=[CH:11][CH:10]=[CH:9][N:8]=2)=[N:4]1)(=[O:24])=[O:23].